The task is: Predict the product of the given reaction.. This data is from Forward reaction prediction with 1.9M reactions from USPTO patents (1976-2016). (1) Given the reactants [Cl:1][C:2]1[CH:9]=[CH:8][C:5]([CH2:6]Cl)=[CH:4][CH:3]=1.C([O-])([O-])=O.[K+].[K+].[F:16][C:17]1[CH:18]=[C:19]2[C:23](=[CH:24][CH:25]=1)[NH:22][C:21]([CH3:26])=[C:20]2[C:27]1[C:32]2[CH:33]=[CH:34][CH:35]=[CH:36][C:31]=2[S:30](=[O:38])(=[O:37])[NH:29][N:28]=1.Br[CH2:40][C:41]([O:43][C:44]([CH3:47])([CH3:46])[CH3:45])=[O:42], predict the reaction product. The product is: [C:44]([O:43][C:41](=[O:42])[CH2:40][N:22]1[C:23]2[C:19](=[CH:18][C:17]([F:16])=[CH:25][CH:24]=2)[C:20]([C:27]2[C:32]3[CH:33]=[CH:34][CH:35]=[CH:36][C:31]=3[S:30](=[O:37])(=[O:38])[N:29]([CH2:6][C:5]3[CH:8]=[CH:9][C:2]([Cl:1])=[CH:3][CH:4]=3)[N:28]=2)=[C:21]1[CH3:26])([CH3:47])([CH3:46])[CH3:45]. (2) Given the reactants [OH:1][C:2]1[C:3]([O:20][CH3:21])=[C:4]([C:10]2[CH:11]=[C:12]3[C:16](=[CH:17][CH:18]=2)[C:15](=[O:19])[O:14][CH2:13]3)[CH:5]=[CH:6][C:7]=1[O:8][CH3:9].C(=O)([O-])[O-].[K+].[K+].Br[CH2:29][C:30]1([CH3:34])[CH2:33][O:32][CH2:31]1, predict the reaction product. The product is: [CH3:21][O:20][C:3]1[C:2]([O:1][CH2:29][C:30]2([CH3:34])[CH2:33][O:32][CH2:31]2)=[C:7]([O:8][CH3:9])[CH:6]=[CH:5][C:4]=1[C:10]1[CH:11]=[C:12]2[C:16](=[CH:17][CH:18]=1)[C:15](=[O:19])[O:14][CH2:13]2. (3) Given the reactants Br[C:2]1[CH:3]=[CH:4][C:5]([C:8]2[S:9][C:10]3[CH:16]=[CH:15][CH:14]=[CH:13][C:11]=3[N:12]=2)=[N:6][CH:7]=1.[B:17]1([B:17]2[O:21][C:20]([CH3:23])([CH3:22])[C:19]([CH3:25])([CH3:24])[O:18]2)[O:21][C:20]([CH3:23])([CH3:22])[C:19]([CH3:25])([CH3:24])[O:18]1.C([O-])(=O)C.[K+], predict the reaction product. The product is: [CH3:24][C:19]1([CH3:25])[C:20]([CH3:23])([CH3:22])[O:21][B:17]([C:2]2[CH:3]=[CH:4][C:5]([C:8]3[S:9][C:10]4[CH:16]=[CH:15][CH:14]=[CH:13][C:11]=4[N:12]=3)=[N:6][CH:7]=2)[O:18]1.